Task: Predict the reactants needed to synthesize the given product.. Dataset: Full USPTO retrosynthesis dataset with 1.9M reactions from patents (1976-2016) (1) The reactants are: [CH3:1][C:2]1[CH:7]=[CH:6][C:5]([C@H:8]2[C@@H:12]([C:13]3[CH:18]=[CH:17][C:16]([CH3:19])=[CH:15][CH:14]=3)[NH:11][C:10](=[S:20])[NH:9]2)=[CH:4][CH:3]=1.[CH3:21][I:22]. Given the product [IH:22].[CH3:19][C:16]1[CH:17]=[CH:18][C:13]([C@H:12]2[C@@H:8]([C:5]3[CH:4]=[CH:3][C:2]([CH3:1])=[CH:7][CH:6]=3)[NH:9][C:10]([S:20][CH3:21])=[N:11]2)=[CH:14][CH:15]=1, predict the reactants needed to synthesize it. (2) Given the product [CH3:1][O:2][C:3](=[O:25])[CH2:4][C:5]1[CH:6]=[C:7]([C:13]2[CH:18]=[CH:17][C:16]([C:19]([F:22])([F:21])[F:20])=[CH:15][C:14]=2[CH2:23][NH:33][CH2:26][C:27]2[CH:32]=[CH:31][CH:30]=[CH:29][CH:28]=2)[C:8]([O:11][CH3:12])=[CH:9][CH:10]=1, predict the reactants needed to synthesize it. The reactants are: [CH3:1][O:2][C:3](=[O:25])[CH2:4][C:5]1[CH:6]=[C:7]([C:13]2[CH:18]=[CH:17][C:16]([C:19]([F:22])([F:21])[F:20])=[CH:15][C:14]=2[CH:23]=O)[C:8]([O:11][CH3:12])=[CH:9][CH:10]=1.[CH2:26]([NH2:33])[C:27]1[CH:32]=[CH:31][CH:30]=[CH:29][CH:28]=1. (3) Given the product [CH:1]([NH:3][CH2:4][C:5]([C:7]1[CH:12]=[CH:11][CH:10]=[C:9]([NH:13][C:14]2[CH:23]=[CH:22][C:21]3[C:16](=[CH:17][CH:18]=[CH:19][CH:20]=3)[N:15]=2)[CH:8]=1)=[O:6])=[O:2], predict the reactants needed to synthesize it. The reactants are: [CH:1]([N:3](C=O)[CH2:4][C:5]([C:7]1[CH:12]=[CH:11][CH:10]=[C:9]([NH:13][C:14]2[CH:23]=[CH:22][C:21]3[C:16](=[CH:17][CH:18]=[CH:19][CH:20]=3)[N:15]=2)[CH:8]=1)=[O:6])=[O:2].ClCCl.CO. (4) Given the product [C:1]([NH:11][C@H:12]([C:16]([O:18][C:19]1[CH:24]=[CH:23][CH:22]=[CH:21][C:20]=1[CH2:25][C:26]([O:28][CH2:29][I:32])=[O:27])=[O:17])[CH:13]([CH3:15])[CH3:14])([O:3][CH2:4][C:5]1[CH:10]=[CH:9][CH:8]=[CH:7][CH:6]=1)=[O:2], predict the reactants needed to synthesize it. The reactants are: [C:1]([NH:11][C@H:12]([C:16]([O:18][C:19]1[CH:24]=[CH:23][CH:22]=[CH:21][C:20]=1[CH2:25][C:26]([O:28][CH2:29]Cl)=[O:27])=[O:17])[CH:13]([CH3:15])[CH3:14])([O:3][CH2:4][C:5]1[CH:10]=[CH:9][CH:8]=[CH:7][CH:6]=1)=[O:2].[Na+].[I-:32]. (5) The reactants are: [N+:1]([C:4]1[CH:5]=[N:6][CH:7]=[CH:8][C:9]=1[C@H:10]1[O:15][C@@H:14]([CH2:16][OH:17])[CH2:13][CH2:12][O:11]1)([O-:3])=[O:2].N1C=CN=C1.[CH3:23][C:24]([Si:27](Cl)([CH3:29])[CH3:28])([CH3:26])[CH3:25]. Given the product [Si:27]([O:17][CH2:16][C@H:14]1[CH2:13][CH2:12][O:11][C@@H:10]([C:9]2[CH:8]=[CH:7][N:6]=[CH:5][C:4]=2[N+:1]([O-:3])=[O:2])[O:15]1)([C:24]([CH3:26])([CH3:25])[CH3:23])([CH3:29])[CH3:28], predict the reactants needed to synthesize it.